Dataset: Forward reaction prediction with 1.9M reactions from USPTO patents (1976-2016). Task: Predict the product of the given reaction. (1) The product is: [CH3:1][CH:2]1[C:11]2[C:6](=[C:7]([CH3:23])[CH:8]=[C:9]([C:13]([C:15]3[CH:16]=[N:17][N:18]([CH2:21][CH3:22])[C:19]=3[O:20][S:38]([CH2:35][CH2:36][CH3:37])(=[O:40])=[O:39])=[O:14])[C:10]=2[CH3:12])[S:5](=[O:25])(=[O:24])[CH2:4][CH2:3]1. Given the reactants [CH3:1][CH:2]1[C:11]2[C:6](=[C:7]([CH3:23])[CH:8]=[C:9]([C:13]([C:15]3[CH:16]=[N:17][N:18]([CH2:21][CH3:22])[C:19]=3[OH:20])=[O:14])[C:10]=2[CH3:12])[S:5](=[O:25])(=[O:24])[CH2:4][CH2:3]1.ClCCl.C(=O)([O-])[O-].[K+].[K+].[CH2:35]([S:38](Cl)(=[O:40])=[O:39])[CH2:36][CH3:37], predict the reaction product. (2) Given the reactants Cl[C:2]1[C:3](=[O:8])[NH:4][N:5]=[CH:6][CH:7]=1.[B:9]1(B2OC(C)(C)C(C)(C)O2)[O:13]C(C)(C)C(C)(C)[O:10]1.CC([O-])=O.[K+], predict the reaction product. The product is: [O:8]=[C:3]1[C:2]([B:9]([OH:13])[OH:10])=[CH:7][CH:6]=[N:5][NH:4]1. (3) Given the reactants [F:1][C:2]1[CH:3]=[C:4]([N:20]2[CH2:24][C@H:23]([CH2:25][N:26]3[CH:30]=[CH:29][N:28]=[N:27]3)[O:22][C:21]2=[O:31])[CH:5]=[CH:6][C:7]=1[C:8]1[CH:9]=[N:10][C:11]([CH:14]([OH:19])[CH2:15][C:16](=[O:18])[CH3:17])=[CH:12][CH:13]=1.[BH4-].[Na+], predict the reaction product. The product is: [OH:19][CH:14]([C:11]1[N:10]=[CH:9][C:8]([C:7]2[CH:6]=[CH:5][C:4]([N:20]3[CH2:24][C@H:23]([CH2:25][N:26]4[CH:30]=[CH:29][N:28]=[N:27]4)[O:22][C:21]3=[O:31])=[CH:3][C:2]=2[F:1])=[CH:13][CH:12]=1)[CH2:15][CH:16]([OH:18])[CH3:17].